Task: Regression. Given a peptide amino acid sequence and an MHC pseudo amino acid sequence, predict their binding affinity value. This is MHC class II binding data.. Dataset: Peptide-MHC class II binding affinity with 134,281 pairs from IEDB (1) The MHC is HLA-DQA10102-DQB10502 with pseudo-sequence HLA-DQA10102-DQB10502. The peptide sequence is WDDLRSLCLFSYHRLR. The binding affinity (normalized) is 0.408. (2) The peptide sequence is EKKYFTATQFEPLAA. The MHC is HLA-DPA10301-DPB10402 with pseudo-sequence HLA-DPA10301-DPB10402. The binding affinity (normalized) is 0.917. (3) The peptide sequence is EGSSIGKLFTQTMKG. The MHC is DRB4_0103 with pseudo-sequence DRB4_0103. The binding affinity (normalized) is 0.699. (4) The binding affinity (normalized) is 0.492. The MHC is DRB1_0901 with pseudo-sequence DRB1_0901. The peptide sequence is NMNIKLKMPLYVAGH. (5) The binding affinity (normalized) is 0.377. The MHC is DRB1_1302 with pseudo-sequence DRB1_1302. The peptide sequence is VCGMFTNRSGSQQ. (6) The MHC is HLA-DQA10501-DQB10201 with pseudo-sequence HLA-DQA10501-DQB10201. The peptide sequence is KNTIVIPKGDFLTGP. The binding affinity (normalized) is 0.0621.